From a dataset of Merck oncology drug combination screen with 23,052 pairs across 39 cell lines. Regression. Given two drug SMILES strings and cell line genomic features, predict the synergy score measuring deviation from expected non-interaction effect. (1) Synergy scores: synergy=-1.67. Drug 1: NC1(c2ccc(-c3nc4ccn5c(=O)[nH]nc5c4cc3-c3ccccc3)cc2)CCC1. Drug 2: Cc1nc(Nc2ncc(C(=O)Nc3c(C)cccc3Cl)s2)cc(N2CCN(CCO)CC2)n1. Cell line: SKMEL30. (2) Drug 1: O=P1(N(CCCl)CCCl)NCCCO1. Synergy scores: synergy=-10.8. Cell line: SKMEL30. Drug 2: COC1=C2CC(C)CC(OC)C(O)C(C)C=C(C)C(OC(N)=O)C(OC)C=CC=C(C)C(=O)NC(=CC1=O)C2=O. (3) Drug 1: CC1CC2C3CCC4=CC(=O)C=CC4(C)C3(F)C(O)CC2(C)C1(O)C(=O)CO. Drug 2: CC1(c2nc3c(C(N)=O)cccc3[nH]2)CCCN1. Cell line: NCIH460. Synergy scores: synergy=-9.81. (4) Cell line: NCIH2122. Synergy scores: synergy=-30.5. Drug 2: O=C(NOCC(O)CO)c1ccc(F)c(F)c1Nc1ccc(I)cc1F. Drug 1: CCC1(O)CC2CN(CCc3c([nH]c4ccccc34)C(C(=O)OC)(c3cc4c(cc3OC)N(C)C3C(O)(C(=O)OC)C(OC(C)=O)C5(CC)C=CCN6CCC43C65)C2)C1. (5) Drug 1: C=CCn1c(=O)c2cnc(Nc3ccc(N4CCN(C)CC4)cc3)nc2n1-c1cccc(C(C)(C)O)n1. Drug 2: CC(C)CC(NC(=O)C(Cc1ccccc1)NC(=O)c1cnccn1)B(O)O. Cell line: MSTO. Synergy scores: synergy=36.6. (6) Drug 1: CN(Cc1cnc2nc(N)nc(N)c2n1)c1ccc(C(=O)NC(CCC(=O)O)C(=O)O)cc1. Drug 2: CCc1cnn2c(NCc3ccc[n+]([O-])c3)cc(N3CCCCC3CCO)nc12. Cell line: SKMES1. Synergy scores: synergy=-4.34. (7) Drug 2: O=C(CCCCCCC(=O)Nc1ccccc1)NO. Synergy scores: synergy=12.9. Cell line: A375. Drug 1: COc1cccc2c1C(=O)c1c(O)c3c(c(O)c1C2=O)CC(O)(C(=O)CO)CC3OC1CC(N)C(O)C(C)O1. (8) Drug 1: CC(=O)OC1C(=O)C2(C)C(O)CC3OCC3(OC(C)=O)C2C(OC(=O)c2ccccc2)C2(O)CC(OC(=O)C(O)C(NC(=O)c3ccccc3)c3ccccc3)C(C)=C1C2(C)C. Drug 2: CCc1cnn2c(NCc3ccc[n+]([O-])c3)cc(N3CCCCC3CCO)nc12. Cell line: EFM192B. Synergy scores: synergy=2.34. (9) Drug 1: C=CCn1c(=O)c2cnc(Nc3ccc(N4CCN(C)CC4)cc3)nc2n1-c1cccc(C(C)(C)O)n1. Drug 2: CCc1c2c(nc3ccc(O)cc13)-c1cc3c(c(=O)n1C2)COC(=O)C3(O)CC. Cell line: HT29. Synergy scores: synergy=8.86. (10) Cell line: MSTO. Drug 2: CS(=O)(=O)CCNCc1ccc(-c2ccc3ncnc(Nc4ccc(OCc5cccc(F)c5)c(Cl)c4)c3c2)o1. Drug 1: COc1cc(C2c3cc4c(cc3C(OC3OC5COC(C)OC5C(O)C3O)C3COC(=O)C23)OCO4)cc(OC)c1O. Synergy scores: synergy=12.4.